Dataset: Catalyst prediction with 721,799 reactions and 888 catalyst types from USPTO. Task: Predict which catalyst facilitates the given reaction. Reactant: [OH:1][CH:2]([CH2:6][CH:7]([CH3:9])[CH3:8])[C:3]([OH:5])=O.C(Cl)CCl.C1C=CC2N(O)N=NC=2C=1.Cl.[NH2:25][CH:26]([CH2:30][O:31][CH2:32][C:33]1[CH:38]=[CH:37][CH:36]=[CH:35][CH:34]=1)[C:27]([NH2:29])=[O:28].CN1CCOCC1. Product: [CH2:32]([O:31][CH2:30][CH:26]([NH:25][C:3](=[O:5])[CH:2]([OH:1])[CH2:6][CH:7]([CH3:9])[CH3:8])[C:27](=[O:28])[NH2:29])[C:33]1[CH:38]=[CH:37][CH:36]=[CH:35][CH:34]=1. The catalyst class is: 31.